Dataset: Reaction yield outcomes from USPTO patents with 853,638 reactions. Task: Predict the reaction yield, written as a fraction of the theoretical maximum amount of product (1.0 means a 100% yield; for example, 0.34 means a 34% yield). (1) The product is [NH2:18][C@@H:19]([C:28]([NH:30][CH3:31])=[O:29])[CH2:20][C:21]([O:23][C:24]([CH3:26])([CH3:27])[CH3:25])=[O:22]. The catalyst is C(Cl)Cl. The yield is 1.00. The reactants are C1C2C(COC([NH:18][C@@H:19]([C:28]([NH:30][CH3:31])=[O:29])[CH2:20][C:21]([O:23][C:24]([CH3:27])([CH3:26])[CH3:25])=[O:22])=O)C3C(=CC=CC=3)C=2C=CC=1.N1CCCCC1. (2) The reactants are [NH2:1][CH2:2][CH2:3][N:4]1[C:12]2[CH:11]=[CH:10][CH:9]=[CH:8][C:7]=2[C:6]2[CH2:13][CH2:14][N:15]([C:18]([O:20][C:21]([CH3:24])([CH3:23])[CH3:22])=[O:19])[CH2:16][CH2:17][C:5]1=2.[C:25]1([N:31]=[C:32]=[O:33])[CH:30]=[CH:29][CH:28]=[CH:27][CH:26]=1. The catalyst is C1COCC1. The product is [NH:31]([C:32]([NH:1][CH2:2][CH2:3][N:4]1[C:12]2[CH:11]=[CH:10][CH:9]=[CH:8][C:7]=2[C:6]2[CH2:13][CH2:14][N:15]([C:18]([O:20][C:21]([CH3:24])([CH3:23])[CH3:22])=[O:19])[CH2:16][CH2:17][C:5]1=2)=[O:33])[C:25]1[CH:30]=[CH:29][CH:28]=[CH:27][CH:26]=1. The yield is 0.720. (3) The reactants are [CH2:1]([O:8][C:9]([N:11]1[CH:16]([CH3:17])[CH2:15][NH:14][C:13](=[O:18])[C@@H:12]1[CH3:19])=[O:10])[C:2]1[CH:7]=[CH:6][CH:5]=[CH:4][CH:3]=1.[H-].[Na+].Br[CH2:23][C:24]1[CH:33]=[C:32]2[C:27]([C:28]([Cl:34])=[CH:29][CH:30]=[N:31]2)=[CH:26][CH:25]=1.C(OCC)(=O)C. The catalyst is C1COCC1.CN(C=O)C. The product is [CH2:1]([O:8][C:9]([N:11]1[CH:16]([CH3:17])[CH2:15][N:14]([CH2:23][C:24]2[CH:33]=[C:32]3[C:27]([C:28]([Cl:34])=[CH:29][CH:30]=[N:31]3)=[CH:26][CH:25]=2)[C:13](=[O:18])[C@@H:12]1[CH3:19])=[O:10])[C:2]1[CH:3]=[CH:4][CH:5]=[CH:6][CH:7]=1. The yield is 0.950. (4) The reactants are [Cl:1][C:2]1[CH:22]=[CH:21][C:5]([O:6][C:7]2[CH:8]=[C:9]([NH:13][CH2:14][CH:15]([OH:20])[C:16]([F:19])([F:18])[F:17])[CH:10]=[CH:11][CH:12]=2)=[CH:4][C:3]=1[CH2:23][CH3:24].[CH:25]1([CH:31]=O)[CH2:30][CH2:29][CH2:28][CH2:27][CH2:26]1.C(O[BH-](OC(=O)C)OC(=O)C)(=O)C.[Na+].C(O)(=O)C. The catalyst is O1CCCC1. The product is [Cl:1][C:2]1[CH:22]=[CH:21][C:5]([O:6][C:7]2[CH:8]=[C:9]([N:13]([CH2:31][CH:25]3[CH2:30][CH2:29][CH2:28][CH2:27][CH2:26]3)[CH2:14][CH:15]([OH:20])[C:16]([F:18])([F:19])[F:17])[CH:10]=[CH:11][CH:12]=2)=[CH:4][C:3]=1[CH2:23][CH3:24]. The yield is 0.610. (5) The reactants are [Si]([O:8][C:9]1([C:12]2[CH:31]=[CH:30][C:15]([N:16]=C(C3C=CC=CC=3)C3C=CC=CC=3)=[CH:14][C:13]=2[F:32])[CH2:11][CH2:10]1)(C(C)(C)C)(C)C.Cl. The catalyst is C1COCC1. The product is [NH2:16][C:15]1[CH:30]=[CH:31][C:12]([C:9]2([OH:8])[CH2:10][CH2:11]2)=[C:13]([F:32])[CH:14]=1. The yield is 0.490. (6) The reactants are [Br:1][C:2]1[CH:9]=[CH:8][C:5]([C:6]#[N:7])=[C:4]([O:10][N:11]=C(C)C)[CH:3]=1. The catalyst is Cl.FC(F)(F)C(O)=O. The product is [Br:1][C:2]1[CH:9]=[CH:8][C:5]2[C:6]([NH2:7])=[N:11][O:10][C:4]=2[CH:3]=1. The yield is 0.900. (7) The reactants are [Cl:1][C:2]1[CH:11]=[CH:10][C:5]([C:6]([O:8][CH3:9])=[O:7])=[C:4](I)[CH:3]=1.[Br:13][C:14]1[CH:20]=[CH:19][C:17]([NH2:18])=[C:16]([N+:21]([O-:23])=[O:22])[CH:15]=1.C([O-])([O-])=O.[K+].[K+]. The catalyst is ClC1C=CC=CC=1.C(OCC)(=O)C.[Cu]. The product is [Br:13][C:14]1[CH:20]=[CH:19][C:17]([NH:18][C:4]2[CH:3]=[C:2]([Cl:1])[CH:11]=[CH:10][C:5]=2[C:6]([O:8][CH3:9])=[O:7])=[C:16]([N+:21]([O-:23])=[O:22])[CH:15]=1. The yield is 0.890. (8) The reactants are [NH2:1][C:2]1[C:7]([N+:8]([O-])=O)=[CH:6][C:5]([Br:11])=[CH:4][N:3]=1. The catalyst is CCO. The product is [Br:11][C:5]1[CH:6]=[C:7]([NH2:8])[C:2]([NH2:1])=[N:3][CH:4]=1. The yield is 0.980.